From a dataset of TCR-epitope binding with 47,182 pairs between 192 epitopes and 23,139 TCRs. Binary Classification. Given a T-cell receptor sequence (or CDR3 region) and an epitope sequence, predict whether binding occurs between them. (1) Result: 1 (the TCR binds to the epitope). The epitope is IQYIDIGNY. The TCR CDR3 sequence is CASSLGGNQPQHF. (2) The epitope is FLNGSCGSV. The TCR CDR3 sequence is CASRGIQADGYTF. Result: 0 (the TCR does not bind to the epitope). (3) The epitope is ATVVIGTSK. The TCR CDR3 sequence is CASSLGDFLYQETQYF. Result: 0 (the TCR does not bind to the epitope). (4) The epitope is FVDGVPFVV. The TCR CDR3 sequence is CASTIQDRVSTDTQYF. Result: 1 (the TCR binds to the epitope). (5) The epitope is ATDALMTGY. Result: 1 (the TCR binds to the epitope). The TCR CDR3 sequence is CASSEAGQLNEQFF.